Task: Regression. Given two drug SMILES strings and cell line genomic features, predict the synergy score measuring deviation from expected non-interaction effect.. Dataset: NCI-60 drug combinations with 297,098 pairs across 59 cell lines Drug 1: C1=NNC2=C1C(=O)NC=N2. Drug 2: COCCOC1=C(C=C2C(=C1)C(=NC=N2)NC3=CC=CC(=C3)C#C)OCCOC.Cl. Cell line: HT29. Synergy scores: CSS=-0.847, Synergy_ZIP=0.483, Synergy_Bliss=-1.15, Synergy_Loewe=-3.67, Synergy_HSA=-4.09.